Dataset: HIV replication inhibition screening data with 41,000+ compounds from the AIDS Antiviral Screen. Task: Binary Classification. Given a drug SMILES string, predict its activity (active/inactive) in a high-throughput screening assay against a specified biological target. (1) The molecule is NC(=O)CS(=O)(=O)NC(N)=O. The result is 0 (inactive). (2) The drug is Cc1nn(-c2ccccc2)c(-c2ccccc2[N+](=O)[O-])c1CC#N. The result is 0 (inactive). (3) The molecule is COCCOCCOCCOCCOCCOCCOCCOCCOCCOCCOCCOCCOCCOCCOCCOCCOCC(=O)N(CCn1ccc(NC(c2ccccc2)(c2ccccc2)c2ccccc2)nc1=O)CCn1ccc(NC(c2ccccc2)(c2ccccc2)c2ccccc2)nc1=O. The result is 0 (inactive). (4) The compound is Cc1n[nH]c(=O)c2cc3oc4ccccc4c3n12. The result is 0 (inactive). (5) The drug is Cc1ccc(Nc2nc(=NS(=O)(=O)c3cc(C)c(Cl)cc3S)n(C)[nH]2)cc1. The result is 0 (inactive). (6) The compound is O=C1C(c2ccccc2)=C(c2ccccc2)C1(Cl)Cl. The result is 0 (inactive). (7) The drug is CNC(=O)c1nn[nH]c1Sc1c([N+](=O)[O-])ncn1C. The result is 0 (inactive).